This data is from Full USPTO retrosynthesis dataset with 1.9M reactions from patents (1976-2016). The task is: Predict the reactants needed to synthesize the given product. (1) Given the product [Cl:1][C:2]1[CH:7]=[C:6]([NH:8][C:26]([NH:25][C:19]2[CH:24]=[CH:23][CH:22]=[CH:21][CH:20]=2)=[O:27])[CH:5]=[CH:4][C:3]=1[NH:9][C:10](=[O:18])[C@:11]([OH:17])([CH3:16])[C:12]([F:13])([F:15])[F:14], predict the reactants needed to synthesize it. The reactants are: [Cl:1][C:2]1[CH:7]=[C:6]([NH2:8])[CH:5]=[CH:4][C:3]=1[NH:9][C:10](=[O:18])[C@:11]([OH:17])([CH3:16])[C:12]([F:15])([F:14])[F:13].[C:19]1([N:25]=[C:26]=[O:27])[CH:24]=[CH:23][CH:22]=[CH:21][CH:20]=1. (2) The reactants are: [CH3:1][C:2]1[CH:3]=[N:4][NH:5][CH:6]=1.C1COCC1.[H-].[Na+].Cl[C:15]1[C:24]2[C:19](=[CH:20][CH:21]=[CH:22][CH:23]=2)[C:18]([NH:25][C:26]2[CH:31]=[CH:30][C:29]([O:32][C:33]3[C:38]([C:39]4[CH:44]=[CH:43][N:42]=[C:41]([NH:45][CH3:46])[N:40]=4)=[CH:37][CH:36]=[CH:35][N:34]=3)=[CH:28][CH:27]=2)=[N:17][N:16]=1. Given the product [CH3:1][C:2]1[CH:3]=[N:4][N:5]([C:15]2[C:24]3[C:19](=[CH:20][CH:21]=[CH:22][CH:23]=3)[C:18]([NH:25][C:26]3[CH:31]=[CH:30][C:29]([O:32][C:33]4[C:38]([C:39]5[CH:44]=[CH:43][N:42]=[C:41]([NH:45][CH3:46])[N:40]=5)=[CH:37][CH:36]=[CH:35][N:34]=4)=[CH:28][CH:27]=3)=[N:17][N:16]=2)[CH:6]=1, predict the reactants needed to synthesize it.